This data is from Full USPTO retrosynthesis dataset with 1.9M reactions from patents (1976-2016). The task is: Predict the reactants needed to synthesize the given product. Given the product [O:1]1[CH2:2][CH2:3][N:4]([CH2:7][CH2:8][O:9][C:10]2[CH:18]=[C:17]3[C:13]([C:14]([C:26]4[CH:31]=[CH:30][C:29]([C:32]([F:34])([F:35])[F:33])=[CH:28][CH:27]=4)=[C:15]([C:65]4[CH:66]=[CH:67][C:68]([F:69])=[C:63]([F:62])[CH:64]=4)[C:16]3=[O:19])=[CH:12][CH:11]=2)[CH2:5][CH2:6]1, predict the reactants needed to synthesize it. The reactants are: [O:1]1[CH2:6][CH2:5][N:4]([CH2:7][CH2:8][O:9][C:10]2[CH:18]=[C:17]3[C:13]([C:14]([C:26]4[CH:31]=[CH:30][C:29]([C:32]([F:35])([F:34])[F:33])=[CH:28][CH:27]=4)=[C:15](C4C=NC=CC=4)[C:16]3=[O:19])=[CH:12][CH:11]=2)[CH2:3][CH2:2]1.O1CCN(CCOC2C=C3C(C(C4C=CC=CC=4)=C(Br)C3=O)=CC=2)CC1.[F:62][C:63]1[CH:64]=[C:65](B(O)O)[CH:66]=[CH:67][C:68]=1[F:69].